Dataset: Peptide-MHC class I binding affinity with 185,985 pairs from IEDB/IMGT. Task: Regression. Given a peptide amino acid sequence and an MHC pseudo amino acid sequence, predict their binding affinity value. This is MHC class I binding data. (1) The peptide sequence is RYPLTLGW. The MHC is HLA-B53:01 with pseudo-sequence HLA-B53:01. The binding affinity (normalized) is 0.145. (2) The peptide sequence is YPLTFGWCF. The MHC is Mamu-A2201 with pseudo-sequence Mamu-A2201. The binding affinity (normalized) is 0.349. (3) The peptide sequence is TTAQGTSMY. The MHC is HLA-A02:02 with pseudo-sequence HLA-A02:02. The binding affinity (normalized) is 0.